This data is from Catalyst prediction with 721,799 reactions and 888 catalyst types from USPTO. The task is: Predict which catalyst facilitates the given reaction. (1) Reactant: C(OC(=O)[NH:7][C:8]1[CH:13]=[CH:12][C:11]([C:14]#[C:15][C:16]2[CH:21]=CC(F)=[CH:18][CH:17]=2)=[CH:10][C:9]=1[NH:23][C:24](=[O:36])[CH2:25][C:26]([C:28]1[CH:33]=[CH:32][CH:31]=[C:30]([C:34]#[N:35])[CH:29]=1)=O)(C)(C)C.[C:38](O)([C:40]([F:43])(F)F)=O. Product: [F:43][C:40]1[CH:38]=[CH:21][C:16]([C:15]#[C:14][C:11]2[CH:12]=[CH:13][C:8]3[N:7]=[C:26]([C:28]4[CH:29]=[C:30]([CH:31]=[CH:32][CH:33]=4)[C:34]#[N:35])[CH2:25][C:24](=[O:36])[NH:23][C:9]=3[CH:10]=2)=[CH:17][CH:18]=1. The catalyst class is: 2. (2) Reactant: Br[C:2]1[CH:3]=[CH:4][C:5]2[C:11]3[N:12]=[C:13]([N:15]4[C:19]([CH3:21])([CH3:20])[C:18](=[O:22])[N:17]([CH3:23])[C:16]4=[O:24])[S:14][C:10]=3[CH2:9][CH2:8][O:7][C:6]=2[CH:25]=1.[CH3:26][C:27]([OH:44])([CH3:43])[CH2:28][N:29]1[CH:33]=[C:32](B2OC(C)(C)C(C)(C)O2)[CH:31]=[N:30]1. Product: [OH:44][C:27]([CH3:43])([CH3:26])[CH2:28][N:29]1[CH:33]=[C:32]([C:2]2[CH:3]=[CH:4][C:5]3[C:11]4[N:12]=[C:13]([N:15]5[C:19]([CH3:20])([CH3:21])[C:18](=[O:22])[N:17]([CH3:23])[C:16]5=[O:24])[S:14][C:10]=4[CH2:9][CH2:8][O:7][C:6]=3[CH:25]=2)[CH:31]=[N:30]1. The catalyst class is: 45.